Binary Classification. Given a drug SMILES string, predict its activity (active/inactive) in a high-throughput screening assay against a specified biological target. From a dataset of Orexin1 receptor HTS with 218,158 compounds and 233 confirmed actives. (1) The molecule is o1c2c(c(c1C(OC(C(=O)N(c1ccccc1)C)C)=O)C)cc(OC)cc2. The result is 0 (inactive). (2) The drug is O1C(CN(CC1C)CC(O)COc1ccc(C(C)C)cc1)C. The result is 0 (inactive). (3) The compound is O1CCN(c2nc(NCC=C)c3c(CCN(C3)C)c2C#N)CC1. The result is 0 (inactive). (4) The drug is s1c(/C(=N\Nc2ncccc2)C)ccc1. The result is 0 (inactive).